Dataset: Full USPTO retrosynthesis dataset with 1.9M reactions from patents (1976-2016). Task: Predict the reactants needed to synthesize the given product. (1) Given the product [C:28]([O:27][C:25](=[O:26])[CH2:1][S:2]([N:5]1[CH2:10][CH2:9][N:8]([C:11]2[CH:12]=[CH:13][C:14]([O:17][CH2:18][CH2:19][CH2:20][C:21]([F:24])([F:23])[F:22])=[CH:15][CH:16]=2)[CH2:7][CH2:6]1)(=[O:3])=[O:4])([CH3:31])([CH3:30])[CH3:29], predict the reactants needed to synthesize it. The reactants are: [CH3:1][S:2]([N:5]1[CH2:10][CH2:9][N:8]([C:11]2[CH:16]=[CH:15][C:14]([O:17][CH2:18][CH2:19][CH2:20][C:21]([F:24])([F:23])[F:22])=[CH:13][CH:12]=2)[CH2:7][CH2:6]1)(=[O:4])=[O:3].[C:25](O[C:25]([O:27][C:28]([CH3:31])([CH3:30])[CH3:29])=[O:26])([O:27][C:28]([CH3:31])([CH3:30])[CH3:29])=[O:26].C[Si](C)(C)N[Si](C)(C)C.[Li].[Cl-].[NH4+]. (2) Given the product [NH2:14][C:3]1[C:2]([C:24]2[CH:25]=[C:20]([NH:19][S:16]([CH3:15])(=[O:17])=[O:18])[CH:21]=[CH:22][CH:23]=2)=[CH:7][N:6]=[C:5]([N:8]2[CH2:13][CH2:12][O:11][CH2:10][CH2:9]2)[N:4]=1, predict the reactants needed to synthesize it. The reactants are: Br[C:2]1[C:3]([NH2:14])=[N:4][C:5]([N:8]2[CH2:13][CH2:12][O:11][CH2:10][CH2:9]2)=[N:6][CH:7]=1.[CH3:15][S:16]([NH:19][C:20]1[CH:21]=[C:22](B(O)O)[CH:23]=[CH:24][CH:25]=1)(=[O:18])=[O:17].C1(P(C2CCCCC2)C2CCCCC2)CCCCC1.[O-]P([O-])([O-])=O.[K+].[K+].[K+].